Dataset: NCI-60 drug combinations with 297,098 pairs across 59 cell lines. Task: Regression. Given two drug SMILES strings and cell line genomic features, predict the synergy score measuring deviation from expected non-interaction effect. (1) Drug 1: COC1=NC(=NC2=C1N=CN2C3C(C(C(O3)CO)O)O)N. Drug 2: C1=NNC2=C1C(=O)NC=N2. Cell line: M14. Synergy scores: CSS=-4.61, Synergy_ZIP=3.13, Synergy_Bliss=0.464, Synergy_Loewe=-6.90, Synergy_HSA=-5.69. (2) Drug 1: CC=C1C(=O)NC(C(=O)OC2CC(=O)NC(C(=O)NC(CSSCCC=C2)C(=O)N1)C(C)C)C(C)C. Drug 2: COCCOC1=C(C=C2C(=C1)C(=NC=N2)NC3=CC=CC(=C3)C#C)OCCOC.Cl. Cell line: PC-3. Synergy scores: CSS=35.0, Synergy_ZIP=2.68, Synergy_Bliss=4.45, Synergy_Loewe=-51.6, Synergy_HSA=3.10. (3) Drug 1: CC1CCC2CC(C(=CC=CC=CC(CC(C(=O)C(C(C(=CC(C(=O)CC(OC(=O)C3CCCCN3C(=O)C(=O)C1(O2)O)C(C)CC4CCC(C(C4)OC)OCCO)C)C)O)OC)C)C)C)OC. Drug 2: C1=CC=C(C(=C1)C(C2=CC=C(C=C2)Cl)C(Cl)Cl)Cl. Cell line: RXF 393. Synergy scores: CSS=13.0, Synergy_ZIP=2.16, Synergy_Bliss=5.40, Synergy_Loewe=6.63, Synergy_HSA=5.57. (4) Drug 1: CC1C(C(CC(O1)OC2CC(CC3=C2C(=C4C(=C3O)C(=O)C5=C(C4=O)C(=CC=C5)OC)O)(C(=O)C)O)N)O.Cl. Drug 2: C1=C(C(=O)NC(=O)N1)F. Cell line: HOP-92. Synergy scores: CSS=29.9, Synergy_ZIP=-6.87, Synergy_Bliss=-4.31, Synergy_Loewe=1.07, Synergy_HSA=1.60. (5) Drug 1: CCCS(=O)(=O)NC1=C(C(=C(C=C1)F)C(=O)C2=CNC3=C2C=C(C=N3)C4=CC=C(C=C4)Cl)F. Drug 2: C1=NC2=C(N1)C(=S)N=C(N2)N. Cell line: HS 578T. Synergy scores: CSS=29.4, Synergy_ZIP=5.98, Synergy_Bliss=11.5, Synergy_Loewe=-3.05, Synergy_HSA=6.50. (6) Drug 1: C1CC(=O)NC(=O)C1N2CC3=C(C2=O)C=CC=C3N. Drug 2: CN(C(=O)NC(C=O)C(C(C(CO)O)O)O)N=O. Cell line: SF-268. Synergy scores: CSS=5.75, Synergy_ZIP=0.583, Synergy_Bliss=0.457, Synergy_Loewe=4.55, Synergy_HSA=2.50.